Dataset: Full USPTO retrosynthesis dataset with 1.9M reactions from patents (1976-2016). Task: Predict the reactants needed to synthesize the given product. (1) Given the product [Cl:12][C:13]1[CH:14]=[C:15]([NH:20][C:21]2[N:22]=[C:23]([N:7]3[CH:8]=[CH:9][C:5]([C:4]([F:11])([F:10])[F:3])=[N:6]3)[C:24]([C:31]3[CH:36]=[CH:35][N:34]=[C:33]([C:37]([O:39][CH3:40])=[O:38])[CH:32]=3)=[CH:25][N:26]=2)[CH:16]=[CH:17][C:18]=1[F:19], predict the reactants needed to synthesize it. The reactants are: [H-].[Na+].[F:3][C:4]([F:11])([F:10])[C:5]1[CH:9]=[CH:8][NH:7][N:6]=1.[Cl:12][C:13]1[CH:14]=[C:15]([NH:20][C:21]2[N:26]=[C:25](S(C)(=O)=O)[C:24]([C:31]3[CH:36]=[CH:35][N:34]=[C:33]([C:37]([O:39][CH3:40])=[O:38])[CH:32]=3)=[CH:23][N:22]=2)[CH:16]=[CH:17][C:18]=1[F:19]. (2) Given the product [CH3:8][O:7][CH:3]([O:2][CH3:1])[C:12]1[CH:10]=[CH:9][N:22]=[C:21]([NH2:23])[N:20]=1, predict the reactants needed to synthesize it. The reactants are: [CH3:1][O:2][CH:3]([O:7][CH3:8])N(C)C.[CH3:9][C:10]([CH:12](OC)OC)=O.[OH-].[Na+].Cl.[NH2:20][C:21]([NH2:23])=[NH:22]. (3) The reactants are: Br[C:2]1[C:3](=[O:17])[C:4]([CH3:16])([CH3:15])[O:5][C:6]=1[C:7]1[CH:12]=[CH:11][C:10]([O:13][CH3:14])=[CH:9][CH:8]=1.[CH2:18]([O:25][C:26]1[CH:31]=[CH:30][C:29](B2OC(C)(C)C(C)(C)O2)=[CH:28][CH:27]=1)[C:19]1[CH:24]=[CH:23][CH:22]=[CH:21][CH:20]=1.C([O-])([O-])=O.[Cs+].[Cs+]. Given the product [CH2:18]([O:25][C:26]1[CH:31]=[CH:30][C:29]([C:2]2[C:3](=[O:17])[C:4]([CH3:16])([CH3:15])[O:5][C:6]=2[C:7]2[CH:12]=[CH:11][C:10]([O:13][CH3:14])=[CH:9][CH:8]=2)=[CH:28][CH:27]=1)[C:19]1[CH:24]=[CH:23][CH:22]=[CH:21][CH:20]=1, predict the reactants needed to synthesize it. (4) Given the product [Cl:26][C:13]1[C:14]2[C:19](=[CH:18][C:17]([O:21][CH3:22])=[CH:16][CH:15]=2)[CH:20]=[C:11]([C:8]2[CH:9]=[CH:10][C:5]([O:4][CH:1]([CH3:3])[CH3:2])=[CH:6][CH:7]=2)[N:12]=1, predict the reactants needed to synthesize it. The reactants are: [CH:1]([O:4][C:5]1[CH:10]=[CH:9][C:8]([C:11]2[NH:12][C:13](=O)[C:14]3[C:19]([CH:20]=2)=[CH:18][C:17]([O:21][CH3:22])=[CH:16][CH:15]=3)=[CH:7][CH:6]=1)([CH3:3])[CH3:2].O=P(Cl)(Cl)[Cl:26]. (5) Given the product [CH3:19][C:20]1[CH:25]=[CH:24][CH:23]=[CH:22][C:21]=1[C:26]1[CH:31]=[CH:30][C:29]([C:6]([N:8]2[CH2:12][C:11](=[N:13][O:14][CH3:15])[CH2:10][C@H:9]2[C:16]([NH:36][CH2:37][CH2:38][C:39]2[CH:44]=[CH:43][CH:42]=[C:41]([OH:45])[CH:40]=2)=[O:18])=[O:7])=[C:28]([CH3:35])[CH:27]=1, predict the reactants needed to synthesize it. The reactants are: C(O[C:6]([N:8]1[CH2:12][C:11](=[N:13][O:14][CH3:15])[CH2:10][C@H:9]1[C:16]([OH:18])=O)=[O:7])(C)(C)C.[CH3:19][C:20]1[CH:25]=[CH:24][CH:23]=[CH:22][C:21]=1[C:26]1[CH:31]=[CH:30][C:29](C(O)=O)=[C:28]([CH3:35])[CH:27]=1.[NH2:36][CH2:37][CH2:38][C:39]1[CH:40]=[C:41]([OH:45])[CH:42]=[CH:43][CH:44]=1.